This data is from Forward reaction prediction with 1.9M reactions from USPTO patents (1976-2016). The task is: Predict the product of the given reaction. (1) The product is: [CH:1]1([CH2:4][O:5][C:6]2[N:11]=[C:10]([C:12]([N:26]3[CH2:27][C@@H:23]([OH:22])[CH2:24][C@H:25]3[C:28]([NH2:30])=[O:29])=[O:14])[CH:9]=[CH:8][C:7]=2[N:15]2[CH2:18][C:17]([F:20])([F:19])[CH2:16]2)[CH2:2][CH2:3]1. Given the reactants [CH:1]1([CH2:4][O:5][C:6]2[N:11]=[C:10]([C:12]([OH:14])=O)[CH:9]=[CH:8][C:7]=2[N:15]2[CH2:18][C:17]([F:20])([F:19])[CH2:16]2)[CH2:3][CH2:2]1.Cl.[OH:22][C@@H:23]1[CH2:27][NH:26][C@H:25]([C:28]([NH2:30])=[O:29])[CH2:24]1.CN(C(ON1N=NC2C=CC=CC1=2)=[N+](C)C)C.[B-](F)(F)(F)F.CCN(C(C)C)C(C)C, predict the reaction product. (2) The product is: [F:14][CH:15]1[CH2:22][CH:18]([C:17]2[C:20]([O:23][CH3:24])=[CH:21][CH:22]=[C:15]([F:14])[C:16]=2[O:25][CH3:26])[N:11]([CH2:10][C:7]2[CH:6]=[CH:5][C:4]([O:3][C:2]([F:12])([F:13])[F:1])=[CH:9][CH:8]=2)[C:16]1=[O:25]. Given the reactants [F:1][C:2]([F:13])([F:12])[O:3][C:4]1[CH:9]=[CH:8][C:7]([CH2:10][NH2:11])=[CH:6][CH:5]=1.[F:14][C:15]1[C:16]([O:25][CH3:26])=[C:17]([C:20]([O:23][CH3:24])=[CH:21][CH:22]=1)[CH:18]=O, predict the reaction product. (3) Given the reactants [Cl:1][C:2]1[CH:40]=[CH:39][CH:38]=[CH:37][C:3]=1[O:4][C:5]1[CH:14]=[C:13]([N:15]2[CH2:20][CH2:19][N:18]([CH2:21][C:22]3[CH2:23][O:24][C:25]([CH3:36])([CH3:35])[CH2:26][C:27]=3[C:28]3[CH:33]=[CH:32][C:31]([Cl:34])=[CH:30][CH:29]=3)[CH2:17][CH2:16]2)[CH:12]=[CH:11][C:6]=1[C:7]([O:9]C)=[O:8].O[Li].O.Cl, predict the reaction product. The product is: [Cl:1][C:2]1[CH:40]=[CH:39][CH:38]=[CH:37][C:3]=1[O:4][C:5]1[CH:14]=[C:13]([N:15]2[CH2:20][CH2:19][N:18]([CH2:21][C:22]3[CH2:23][O:24][C:25]([CH3:36])([CH3:35])[CH2:26][C:27]=3[C:28]3[CH:29]=[CH:30][C:31]([Cl:34])=[CH:32][CH:33]=3)[CH2:17][CH2:16]2)[CH:12]=[CH:11][C:6]=1[C:7]([OH:9])=[O:8]. (4) Given the reactants [CH3:1][O:2]N.Cl.[CH2:5](Cl)Cl.[BH3-][C:9]#[N:10].[Na+].Cl.N1[CH:18]=[CH:17][CH:16]=[CH:15][CH:14]=1, predict the reaction product. The product is: [CH3:1][O:2][NH:10][CH2:9][C:14]1[CH:5]=[CH:18][CH:17]=[CH:16][CH:15]=1.